This data is from Forward reaction prediction with 1.9M reactions from USPTO patents (1976-2016). The task is: Predict the product of the given reaction. (1) Given the reactants [CH2:1]([N:8]([CH2:17][C:18]1[CH:23]=[CH:22][CH:21]=[CH:20][CH:19]=1)[C:9]1[CH:10]=[CH:11][C:12]([CH:15]=O)=[N:13][CH:14]=1)[C:2]1[CH:7]=[CH:6][CH:5]=[CH:4][CH:3]=1.[CH3:24][NH:25][CH2:26][CH2:27][OH:28].C(O[BH-](OC(=O)C)OC(=O)C)(=O)C.[Na+].C([O-])(O)=O.[Na+], predict the reaction product. The product is: [CH2:1]([N:8]([CH2:17][C:18]1[CH:19]=[CH:20][CH:21]=[CH:22][CH:23]=1)[C:9]1[CH:10]=[CH:11][C:12]([CH2:15][N:25]([CH3:24])[CH2:26][CH2:27][OH:28])=[N:13][CH:14]=1)[C:2]1[CH:7]=[CH:6][CH:5]=[CH:4][CH:3]=1. (2) The product is: [CH2:1]([O:3][C:4]([C:6]1[NH:7][C:8]2[C:13]([CH:14]=1)=[CH:12][C:11]([CH:15]1[CH2:20][CH2:19][CH2:18][N:17]([CH3:22])[CH2:16]1)=[CH:10][CH:9]=2)=[O:5])[CH3:2]. Given the reactants [CH2:1]([O:3][C:4]([C:6]1[NH:7][C:8]2[C:13]([CH:14]=1)=[CH:12][C:11]([C:15]1[CH:16]=[N:17][CH:18]=[CH:19][CH:20]=1)=[CH:10][CH:9]=2)=[O:5])[CH3:2].I[CH3:22], predict the reaction product. (3) Given the reactants [CH2:1]([NH:8][CH2:9][CH2:10][NH:11][C:12]([C@:14]12[CH2:49][CH2:48][C@@H:47]([C:50]([CH3:52])=[CH2:51])[C@@H:15]1[C@@H:16]1[C@@:29]([CH3:32])([CH2:30][CH2:31]2)[C@@:28]2([CH3:33])[C@@H:19]([C@:20]3([CH3:46])[C@@H:25]([CH2:26][CH2:27]2)[C:24]([CH3:35])([CH3:34])[C:23]([C:36]2[CH:45]=[CH:44][C:39]([C:40]([O:42][CH3:43])=[O:41])=[CH:38][CH:37]=2)=[CH:22][CH2:21]3)[CH2:18][CH2:17]1)=[O:13])[C:2]1[CH:7]=[CH:6][CH:5]=[CH:4][CH:3]=1.Br[CH2:54][C:55]([O:57][CH3:58])=[O:56].C(=O)([O-])[O-].[K+].[K+], predict the reaction product. The product is: [CH2:1]([N:8]([CH2:54][C:55]([O:57][CH3:58])=[O:56])[CH2:9][CH2:10][NH:11][C:12]([C@:14]12[CH2:49][CH2:48][C@@H:47]([C:50]([CH3:52])=[CH2:51])[C@@H:15]1[C@@H:16]1[C@@:29]([CH3:32])([CH2:30][CH2:31]2)[C@@:28]2([CH3:33])[C@@H:19]([C@:20]3([CH3:46])[C@@H:25]([CH2:26][CH2:27]2)[C:24]([CH3:35])([CH3:34])[C:23]([C:36]2[CH:37]=[CH:38][C:39]([C:40]([O:42][CH3:43])=[O:41])=[CH:44][CH:45]=2)=[CH:22][CH2:21]3)[CH2:18][CH2:17]1)=[O:13])[C:2]1[CH:3]=[CH:4][CH:5]=[CH:6][CH:7]=1. (4) Given the reactants CN(C)[CH:3]=[O:4].P(Cl)(Cl)(Cl)=O.[CH:11]1([C:14]2[C:15]([CH2:27][O:28][C:29]3[CH:34]=[CH:33][C:32]([N:35]4[C:39]([CH3:40])=[CH:38][C:37]([CH3:41])=[N:36]4)=[CH:31][C:30]=3[CH3:42])=[C:16]([N:20]3[C:24](=[O:25])[N:23]([CH3:26])[N:22]=[N:21]3)[CH:17]=[CH:18][CH:19]=2)[CH2:13][CH2:12]1, predict the reaction product. The product is: [CH:11]1([C:14]2[C:15]([CH2:27][O:28][C:29]3[CH:34]=[CH:33][C:32]([N:35]4[C:39]([CH3:40])=[C:38]([CH:3]=[O:4])[C:37]([CH3:41])=[N:36]4)=[CH:31][C:30]=3[CH3:42])=[C:16]([N:20]3[C:24](=[O:25])[N:23]([CH3:26])[N:22]=[N:21]3)[CH:17]=[CH:18][CH:19]=2)[CH2:13][CH2:12]1. (5) The product is: [I:1][C:2]1[CH:7]=[CH:6][C:5]([O:8][C:10]2[CH:18]=[CH:17][C:13]([C:14]([NH2:16])=[O:15])=[CH:12][N:11]=2)=[CH:4][CH:3]=1. Given the reactants [I:1][C:2]1[CH:7]=[CH:6][C:5]([OH:8])=[CH:4][CH:3]=1.Cl[C:10]1[CH:18]=[CH:17][C:13]([C:14]([NH2:16])=[O:15])=[CH:12][N:11]=1.C(=O)([O-])[O-].[K+].[K+].CC(N(C)C)=O, predict the reaction product. (6) The product is: [Si:1]([O:8][C@@H:9]([CH3:30])[C@@H:10]([OH:29])[CH2:11][CH2:12][C:13]1[C:18]2[N:19]=[C:20]([C:22]3[CH:23]=[CH:24][C:25]([Cl:28])=[CH:26][CH:27]=3)[O:21][C:17]=2[CH:16]=[CH:15][CH:14]=1)([C:4]([CH3:7])([CH3:5])[CH3:6])([CH3:3])[CH3:2]. Given the reactants [Si:1]([O:8][C@@H:9]([CH3:30])[C@@H:10]([OH:29])[CH:11]=[CH:12][C:13]1[C:18]2[N:19]=[C:20]([C:22]3[CH:27]=[CH:26][C:25]([Cl:28])=[CH:24][CH:23]=3)[O:21][C:17]=2[CH:16]=[CH:15][CH:14]=1)([C:4]([CH3:7])([CH3:6])[CH3:5])([CH3:3])[CH3:2], predict the reaction product. (7) Given the reactants [CH3:1][N:2]([CH3:22])[CH2:3][CH2:4][CH2:5][O:6][C:7]1[CH:8]=[C:9]2[C:14](=[CH:15][CH:16]=1)[N:13]=[CH:12][CH:11]=[C:10]2[C:17]1[CH:21]=[CH:20][NH:19][N:18]=1.[C:23]([C:25]1[CH:26]=[C:27]([S:31](Cl)(=[O:33])=[O:32])[CH:28]=[CH:29][CH:30]=1)#[N:24], predict the reaction product. The product is: [CH3:22][N:2]([CH3:1])[CH2:3][CH2:4][CH2:5][O:6][C:7]1[CH:8]=[C:9]2[C:14](=[CH:15][CH:16]=1)[N:13]=[CH:12][CH:11]=[C:10]2[C:17]1[CH:21]=[CH:20][N:19]([S:31]([C:27]2[CH:26]=[C:25]([CH:30]=[CH:29][CH:28]=2)[C:23]#[N:24])(=[O:33])=[O:32])[N:18]=1. (8) Given the reactants [NH:1]1[C:5]2=[N:6][CH:7]=[CH:8][CH:9]=[C:4]2[CH:3]=[CH:2]1.[CH3:10][O:11][C:12]1[CH:19]=[CH:18][C:15]([CH:16]=O)=[CH:14][C:13]=1[O:20][CH2:21][C:22]([F:25])([F:24])[F:23].[OH-:26].[K+].O.[CH3:29]O, predict the reaction product. The product is: [CH3:29][O:26][C:3]1[C:4]2[C:5](=[N:6][CH:7]=[CH:8][CH:9]=2)[N:1]([CH3:2])[C:16]=1[C:15]1[CH:18]=[CH:19][C:12]([O:11][CH3:10])=[C:13]([O:20][CH2:21][C:22]([F:25])([F:24])[F:23])[CH:14]=1. (9) Given the reactants [F:1][C:2]1[CH:33]=[CH:32][C:5]([CH2:6][C:7]2[CH:16]=[C:15]3[C:10]([C:11]([OH:31])=[C:12]([C:26](OCC)=[O:27])[C:13](=[O:25])[N:14]3[CH2:17][CH2:18][N:19]3[CH2:23][CH2:22][CH2:21][C:20]3=[O:24])=[N:9][CH:8]=2)=[CH:4][CH:3]=1.[NH2:34][CH2:35][CH2:36][O:37][CH2:38][CH2:39][OH:40], predict the reaction product. The product is: [F:1][C:2]1[CH:33]=[CH:32][C:5]([CH2:6][C:7]2[CH:16]=[C:15]3[C:10]([C:11]([OH:31])=[C:12]([C:26]([NH:34][CH2:35][CH2:36][O:37][CH2:38][CH2:39][OH:40])=[O:27])[C:13](=[O:25])[N:14]3[CH2:17][CH2:18][N:19]3[CH2:23][CH2:22][CH2:21][C:20]3=[O:24])=[N:9][CH:8]=2)=[CH:4][CH:3]=1.